Task: Predict the reactants needed to synthesize the given product.. Dataset: Full USPTO retrosynthesis dataset with 1.9M reactions from patents (1976-2016) (1) Given the product [C:1]([C:4]1[CH:5]=[C:6]([CH:20]=[CH:21][CH:22]=1)[CH2:7][CH:8]1[C:15]2[CH:14]=[C:13]([C:16]([OH:18])=[O:17])[NH:12][C:11]=2[CH2:10][CH2:9]1)(=[O:3])[CH3:2], predict the reactants needed to synthesize it. The reactants are: [C:1]([C:4]1[CH:5]=[C:6]([CH:20]=[CH:21][CH:22]=1)[CH2:7][CH:8]1[C:15]2[CH:14]=[C:13]([C:16]([O:18]C)=[O:17])[NH:12][C:11]=2[CH2:10][CH2:9]1)(=[O:3])[CH3:2].[OH-].[Li+].CO. (2) Given the product [CH3:1][O:2][C:3]1[CH:4]=[C:5]2[C:10](=[CH:11][C:12]=1[O:13][CH3:14])[N:9]=[CH:8][CH:7]=[C:6]2[O:15][C:16]1[CH:22]=[CH:21][C:19]([NH:20][C:27](=[O:33])[O:26][C:24]2[CH:43]=[CH:36][CH:37]=[C:38]([C:39]#[N:40])[CH:41]=2)=[CH:18][CH:17]=1, predict the reactants needed to synthesize it. The reactants are: [CH3:1][O:2][C:3]1[CH:4]=[C:5]2[C:10](=[CH:11][C:12]=1[O:13][CH3:14])[N:9]=[CH:8][CH:7]=[C:6]2[O:15][C:16]1[CH:22]=[CH:21][C:19]([NH2:20])=[CH:18][CH:17]=1.Cl[C:24](Cl)([O:26][C:27](=[O:33])OC(Cl)(Cl)Cl)Cl.O[C:36]1[CH:37]=[C:38]([CH:41]=C[CH:43]=1)[C:39]#[N:40].C(=O)(O)[O-].[Na+]. (3) Given the product [S:25]1[C:26]2[CH:32]=[CH:31][CH:30]=[CH:29][C:27]=2[N:28]=[C:24]1[O:23][C:20]1[CH:21]=[C:22]2[C:17](=[CH:18][CH:19]=1)[NH:16][CH:15]=[C:14]2[CH2:13][CH2:12][N:9]1[CH2:10][CH2:11][CH:6]([C:4]([OH:5])=[O:3])[CH2:7][CH2:8]1, predict the reactants needed to synthesize it. The reactants are: C([O:3][C:4]([CH:6]1[CH2:11][CH2:10][N:9]([CH2:12][CH2:13][C:14]2[C:22]3[C:17](=[CH:18][CH:19]=[C:20]([O:23][C:24]4[S:25][C:26]5[CH:32]=[CH:31][CH:30]=[CH:29][C:27]=5[N:28]=4)[CH:21]=3)[NH:16][CH:15]=2)[CH2:8][CH2:7]1)=[O:5])C.[OH-].[K+].Cl.C(Cl)Cl. (4) The reactants are: [C:1]([O:4][C@@H:5]1[O:18][C@H:17]([CH2:19][O:20]C(=O)C)[C@@H:12]([O:13]C(=O)C)[C@H:7]([O:8]C(=O)C)[C@H:6]1[F:24])(=O)C. Given the product [F:24][C@@H:6]1[C@@H:7]([OH:8])[C@H:12]([OH:13])[C@@H:17]([CH2:19][OH:20])[O:18][CH:5]1[O:4][CH3:1], predict the reactants needed to synthesize it. (5) Given the product [CH3:31][O:32][N:33]=[C:27]([C:24]1[CH:25]=[CH:26][C:21]2[N:22]([C:18]([CH2:17][C:13]3[CH:14]=[C:15]4[C:10](=[CH:11][CH:12]=3)[N:9]=[CH:8][C:7]([C:5]3[CH:4]=[N:3][N:2]([CH3:1])[CH:6]=3)=[CH:16]4)=[N:19][N:20]=2)[N:23]=1)[CH3:28], predict the reactants needed to synthesize it. The reactants are: [CH3:1][N:2]1[CH:6]=[C:5]([C:7]2[CH:8]=[N:9][C:10]3[C:15]([CH:16]=2)=[CH:14][C:13]([CH2:17][C:18]2[N:22]4[N:23]=[C:24]([C:27](=O)[CH3:28])[CH:25]=[CH:26][C:21]4=[N:20][N:19]=2)=[CH:12][CH:11]=3)[CH:4]=[N:3]1.Cl.[CH3:31][O:32][NH2:33].Cl. (6) Given the product [Cl:1][C:2]1[CH:7]=[C:6]([Cl:8])[CH:5]=[CH:4][C:3]=1[C:9]1[N:14]=[C:13]([N:15]([CH3:16])[C:32](=[O:33])[CH2:31][CH:30]([CH3:35])[CH3:29])[C:12]([C:17]#[N:18])=[CH:11][C:10]=1[C:19]1[CH:24]=[CH:23][C:22]([Cl:25])=[CH:21][CH:20]=1, predict the reactants needed to synthesize it. The reactants are: [Cl:1][C:2]1[CH:7]=[C:6]([Cl:8])[CH:5]=[CH:4][C:3]=1[C:9]1[N:14]=[C:13]([NH:15][CH3:16])[C:12]([C:17]#[N:18])=[CH:11][C:10]=1[C:19]1[CH:24]=[CH:23][C:22]([Cl:25])=[CH:21][CH:20]=1.C[Mg+].[Br-].[CH3:29][CH:30]([CH3:35])[CH2:31][C:32](Cl)=[O:33].